This data is from Catalyst prediction with 721,799 reactions and 888 catalyst types from USPTO. The task is: Predict which catalyst facilitates the given reaction. (1) Reactant: [CH:1]1[C:11]2[CH:10]=[CH:9][C:8]3[CH:12]=[CH:13][CH:14]=[CH:15][C:7]=3[NH:6][C:5]=2[CH:4]=[CH:3][CH:2]=1.C([Sn](Cl)(Cl)CCCC)CCC.[CH:27]([C:29]1[CH:38]=[CH:37][C:32]([C:33]([O:35][CH3:36])=[O:34])=[CH:31][CH:30]=1)=O.C1([SiH3])C=CC=CC=1. Product: [CH:1]1[C:11]2[CH:10]=[CH:9][C:8]3[CH:12]=[CH:13][CH:14]=[CH:15][C:7]=3[N:6]([CH2:27][C:29]3[CH:38]=[CH:37][C:32]([C:33]([O:35][CH3:36])=[O:34])=[CH:31][CH:30]=3)[C:5]=2[CH:4]=[CH:3][CH:2]=1. The catalyst class is: 1. (2) Reactant: [CH2:1]([O:3][C:4](=[O:36])[C:5](=O)[CH2:6][C:7]([C:9]1[CH:14]=[C:13]([CH2:15][CH:16]([CH3:18])[CH3:17])[C:12]([O:19][CH2:20][C:21]2[CH:26]=[CH:25][CH:24]=[CH:23][CH:22]=2)=[CH:11][C:10]=1[O:27][CH2:28][C:29]1[CH:34]=[CH:33][CH:32]=[CH:31][CH:30]=1)=[O:8])[CH3:2].Cl.[NH2:38]O. Product: [CH2:1]([O:3][C:4]([C:5]1[CH:6]=[C:7]([C:9]2[CH:14]=[C:13]([CH2:15][CH:16]([CH3:18])[CH3:17])[C:12]([O:19][CH2:20][C:21]3[CH:26]=[CH:25][CH:24]=[CH:23][CH:22]=3)=[CH:11][C:10]=2[O:27][CH2:28][C:29]2[CH:34]=[CH:33][CH:32]=[CH:31][CH:30]=2)[O:8][N:38]=1)=[O:36])[CH3:2]. The catalyst class is: 8. (3) Reactant: [CH:1]([N:14]1[CH2:17][C:16](=O)[CH2:15]1)([C:8]1[CH:13]=[CH:12][CH:11]=[CH:10][CH:9]=1)[C:2]1[CH:7]=[CH:6][CH:5]=[CH:4][CH:3]=1.[C:19]([O:23][C:24]([CH3:27])([CH3:26])[CH3:25])(=[O:22])[NH:20][NH2:21].CC(O)=O. Product: [C:24]([O:23][C:19]([NH:20][N:21]=[C:16]1[CH2:17][N:14]([CH:1]([C:8]2[CH:13]=[CH:12][CH:11]=[CH:10][CH:9]=2)[C:2]2[CH:7]=[CH:6][CH:5]=[CH:4][CH:3]=2)[CH2:15]1)=[O:22])([CH3:27])([CH3:26])[CH3:25]. The catalyst class is: 5. (4) Reactant: C(OC(=O)[NH:7][C@H:8]([C@@H:29]1[O:33]C(=O)[N:31]([C:35]2([C:38]3[CH:43]=[CH:42][CH:41]=[C:40]([C:44]([CH3:47])([CH3:46])[CH3:45])[CH:39]=3)[CH2:37][CH2:36]2)[CH2:30]1)[CH2:9][C:10]1[CH:15]=[CH:14][C:13]([NH:16][C:17]2[CH:21]=[C:20]([C:22]3[CH:27]=[CH:26][C:25]([F:28])=[CH:24][CH:23]=3)[O:19][N:18]=2)=[CH:12][CH:11]=1)(C)(C)C.O([Si](C)(C)C)[K]. Product: [NH2:7][C@@H:8]([CH2:9][C:10]1[CH:15]=[CH:14][C:13]([NH:16][C:17]2[CH:21]=[C:20]([C:22]3[CH:23]=[CH:24][C:25]([F:28])=[CH:26][CH:27]=3)[O:19][N:18]=2)=[CH:12][CH:11]=1)[C@H:29]([OH:33])[CH2:30][NH:31][C:35]1([C:38]2[CH:43]=[CH:42][CH:41]=[C:40]([C:44]([CH3:47])([CH3:46])[CH3:45])[CH:39]=2)[CH2:37][CH2:36]1. The catalyst class is: 1. (5) Reactant: [C:1]([N:5]1[C:9]([Cl:10])=[C:8]([C:11]([O:13]CC)=[O:12])[CH:7]=[N:6]1)([CH3:4])([CH3:3])[CH3:2].[OH-].[Na+].O. Product: [C:1]([N:5]1[C:9]([Cl:10])=[C:8]([C:11]([OH:13])=[O:12])[CH:7]=[N:6]1)([CH3:4])([CH3:2])[CH3:3]. The catalyst class is: 8. (6) Reactant: C([O:8][C:9]1[C:14](=[O:15])[N:13]2[CH:16]=[C:17]([N:20]3[CH2:25][CH2:24][O:23][CH2:22][CH2:21]3)[CH:18]=[CH:19][C:12]2=[N:11][C:10]=1[C:26]1[N:30]=[C:29]([CH2:31][C:32]2[CH:37]=[CH:36][C:35]([F:38])=[CH:34][CH:33]=2)[O:28][N:27]=1)C1C=CC=CC=1.Cl. Product: [F:38][C:35]1[CH:34]=[CH:33][C:32]([CH2:31][C:29]2[O:28][N:27]=[C:26]([C:10]3[N:11]=[C:12]4[CH:19]=[CH:18][C:17]([N:20]5[CH2:21][CH2:22][O:23][CH2:24][CH2:25]5)=[CH:16][N:13]4[C:14](=[O:15])[C:9]=3[OH:8])[N:30]=2)=[CH:37][CH:36]=1. The catalyst class is: 4.